The task is: Predict the reaction yield, written as a fraction of the theoretical maximum amount of product (1.0 means a 100% yield; for example, 0.34 means a 34% yield).. This data is from Reaction yield outcomes from USPTO patents with 853,638 reactions. (1) The reactants are [N+:1]([C:4]1[CH:5]=[C:6]([CH3:12])[CH:7]=[CH:8][C:9]=1[C:10]#N)([O-:3])=[O:2].[CH3:13][N:14]([CH:16]=O)[CH3:15].C[NH:19]C.CN(C)C=O. The catalyst is O. The product is [CH3:13][N:14]([CH3:16])[CH:15]=[CH:10][C:9]1[CH:8]=[CH:7][C:6]([C:12]#[N:19])=[CH:5][C:4]=1[N+:1]([O-:3])=[O:2]. The yield is 0.740. (2) The reactants are C(OCC)(=O)C.Cl.[S:8]1[CH:12]=[CH:11][C:10]([C:13]2[CH:14]=[C:15]3[C:20](=[CH:21][CH:22]=2)[CH2:19][NH:18][CH2:17][CH2:16]3)=[CH:9]1.C([O:26][C@@H:27]([C:29]1[N:34]=[C:33](Cl)[CH:32]=[CH:31][N:30]=1)[CH3:28])(=O)C.C(N(CC)CC)C. The catalyst is C(O)(C)C. The product is [S:8]1[CH:12]=[CH:11][C:10]([C:13]2[CH:14]=[C:15]3[C:20](=[CH:21][CH:22]=2)[CH2:19][N:18]([C:31]2[CH:32]=[CH:33][N:34]=[C:29]([CH:27]([OH:26])[CH3:28])[N:30]=2)[CH2:17][CH2:16]3)=[CH:9]1. The yield is 0.980. (3) The reactants are [CH3:1][C@:2]12[C:10]([C:11]3([CH:14]=[CH:15][CH2:16][C:17]([OH:20])([CH3:19])[CH3:18])[CH2:13][CH2:12]3)=[CH:9][CH2:8][C@H:7]1[C@@H:6]([OH:21])[CH2:5][CH2:4][CH2:3]2.[Cr](O[Cr]([O-])(=O)=O)([O-])(=O)=O.[NH+]1C=CC=CC=1.[NH+]1C=CC=CC=1. The catalyst is ClCCl. The product is [CH3:1][C@:2]12[C:10]([C:11]3([CH:14]=[CH:15][CH2:16][C:17]([OH:20])([CH3:18])[CH3:19])[CH2:13][CH2:12]3)=[CH:9][CH2:8][C@H:7]1[C:6](=[O:21])[CH2:5][CH2:4][CH2:3]2. The yield is 0.980. (4) The reactants are [F:1][C:2]1[C:8]([F:9])=[CH:7][CH:6]=[CH:5][C:3]=1[NH2:4].[N:10]([O-])=O.[Na+].C([O-])(=O)C.[Na+].[C:19]([CH2:22][C:23](=[O:25])[CH3:24])(=[O:21])[CH3:20]. The catalyst is C(O)(=O)C.Cl.O. The product is [F:1][C:2]1[C:8]([F:9])=[CH:7][CH:6]=[CH:5][C:3]=1[NH:4][N:10]=[C:22]([C:23](=[O:25])[CH3:24])[C:19](=[O:21])[CH3:20]. The yield is 0.480.